This data is from Tyrosyl-DNA phosphodiesterase HTS with 341,365 compounds. The task is: Binary Classification. Given a drug SMILES string, predict its activity (active/inactive) in a high-throughput screening assay against a specified biological target. (1) The molecule is n1(CCCCC)c(c/c(cc1C)=C(\C#N)C#N)C. The result is 0 (inactive). (2) The molecule is S(CC(=O)NC1CCCC1)c1[nH]c2c(n1)cccc2. The result is 1 (active). (3) The drug is Clc1c2CCCNc2c(O)c(Cl)c1. The result is 0 (inactive). (4) The compound is O(C(=O)CC1C2CC(C1)CC2)Cc1oc(nn1)c1c2c(nc(c1)c1cc(OC)c(OC)cc1)cccc2. The result is 0 (inactive). (5) The compound is S(CCC(NC(=O)N1CCn2c1nc1c2cccc1)C(=O)N1CCCCC1)C. The result is 0 (inactive). (6) The result is 0 (inactive). The drug is Clc1nc(NC(CC(C)C)C(O)=O)c([N+]([O-])=O)cc1. (7) The molecule is O=C(N1CCN(CC1)c1c(ccc(c1)C)C)CCc1n2c3c(c(=O)n(c2nn1)C)cccc3. The result is 0 (inactive).